This data is from NCI-60 drug combinations with 297,098 pairs across 59 cell lines. The task is: Regression. Given two drug SMILES strings and cell line genomic features, predict the synergy score measuring deviation from expected non-interaction effect. (1) Cell line: SK-MEL-28. Drug 2: C1=NC2=C(N1)C(=S)N=C(N2)N. Drug 1: C1CCC(C1)C(CC#N)N2C=C(C=N2)C3=C4C=CNC4=NC=N3. Synergy scores: CSS=-0.274, Synergy_ZIP=-2.40, Synergy_Bliss=-5.71, Synergy_Loewe=-13.6, Synergy_HSA=-9.89. (2) Drug 1: C1CC(=O)NC(=O)C1N2CC3=C(C2=O)C=CC=C3N. Drug 2: C1=NC2=C(N=C(N=C2N1C3C(C(C(O3)CO)O)O)F)N. Cell line: TK-10. Synergy scores: CSS=-0.0680, Synergy_ZIP=-2.52, Synergy_Bliss=-4.75, Synergy_Loewe=-10.8, Synergy_HSA=-4.99. (3) Drug 2: COCCOC1=C(C=C2C(=C1)C(=NC=N2)NC3=CC=CC(=C3)C#C)OCCOC.Cl. Drug 1: C1=NNC2=C1C(=O)NC=N2. Cell line: COLO 205. Synergy scores: CSS=-0.420, Synergy_ZIP=0.954, Synergy_Bliss=0.812, Synergy_Loewe=0.238, Synergy_HSA=-1.31. (4) Drug 1: CC1=CC2C(CCC3(C2CCC3(C(=O)C)OC(=O)C)C)C4(C1=CC(=O)CC4)C. Drug 2: CS(=O)(=O)OCCCCOS(=O)(=O)C. Cell line: SNB-75. Synergy scores: CSS=-0.428, Synergy_ZIP=2.47, Synergy_Bliss=2.51, Synergy_Loewe=-3.55, Synergy_HSA=-2.86. (5) Drug 1: CC1=C2C(C(=O)C3(C(CC4C(C3C(C(C2(C)C)(CC1OC(=O)C(C(C5=CC=CC=C5)NC(=O)C6=CC=CC=C6)O)O)OC(=O)C7=CC=CC=C7)(CO4)OC(=O)C)O)C)OC(=O)C. Drug 2: C1CN(P(=O)(OC1)NCCCl)CCCl. Cell line: RXF 393. Synergy scores: CSS=37.3, Synergy_ZIP=8.27, Synergy_Bliss=7.53, Synergy_Loewe=-64.2, Synergy_HSA=8.70. (6) Drug 1: CCC1=CC2CC(C3=C(CN(C2)C1)C4=CC=CC=C4N3)(C5=C(C=C6C(=C5)C78CCN9C7C(C=CC9)(C(C(C8N6C)(C(=O)OC)O)OC(=O)C)CC)OC)C(=O)OC.C(C(C(=O)O)O)(C(=O)O)O. Drug 2: C1C(C(OC1N2C=C(C(=O)NC2=O)F)CO)O. Cell line: LOX IMVI. Synergy scores: CSS=66.3, Synergy_ZIP=0.578, Synergy_Bliss=-0.997, Synergy_Loewe=0.421, Synergy_HSA=4.60. (7) Drug 1: C1=NC(=NC(=O)N1C2C(C(C(O2)CO)O)O)N. Drug 2: CC12CCC3C(C1CCC2O)C(CC4=C3C=CC(=C4)O)CCCCCCCCCS(=O)CCCC(C(F)(F)F)(F)F. Cell line: NCI-H226. Synergy scores: CSS=3.81, Synergy_ZIP=1.36, Synergy_Bliss=3.99, Synergy_Loewe=3.75, Synergy_HSA=3.84.